Dataset: NCI-60 drug combinations with 297,098 pairs across 59 cell lines. Task: Regression. Given two drug SMILES strings and cell line genomic features, predict the synergy score measuring deviation from expected non-interaction effect. (1) Drug 1: C1=CC(=C2C(=C1NCCNCCO)C(=O)C3=C(C=CC(=C3C2=O)O)O)NCCNCCO. Drug 2: CN(C)C1=NC(=NC(=N1)N(C)C)N(C)C. Cell line: NCI-H460. Synergy scores: CSS=57.1, Synergy_ZIP=7.17, Synergy_Bliss=6.67, Synergy_Loewe=-26.8, Synergy_HSA=5.62. (2) Drug 1: CC1C(C(CC(O1)OC2CC(CC3=C2C(=C4C(=C3O)C(=O)C5=C(C4=O)C(=CC=C5)OC)O)(C(=O)C)O)N)O.Cl. Drug 2: COC1=NC(=NC2=C1N=CN2C3C(C(C(O3)CO)O)O)N. Cell line: EKVX. Synergy scores: CSS=-5.09, Synergy_ZIP=5.55, Synergy_Bliss=6.13, Synergy_Loewe=-9.76, Synergy_HSA=-1.22. (3) Drug 1: C1=CC(=C2C(=C1NCCNCCO)C(=O)C3=C(C=CC(=C3C2=O)O)O)NCCNCCO. Drug 2: CC1C(C(CC(O1)OC2CC(CC3=C2C(=C4C(=C3O)C(=O)C5=CC=CC=C5C4=O)O)(C(=O)C)O)N)O. Cell line: OVCAR-5. Synergy scores: CSS=47.0, Synergy_ZIP=-0.876, Synergy_Bliss=2.17, Synergy_Loewe=5.35, Synergy_HSA=6.30. (4) Drug 1: C1=NC2=C(N1)C(=S)N=C(N2)N. Drug 2: CCC1=C2CN3C(=CC4=C(C3=O)COC(=O)C4(CC)O)C2=NC5=C1C=C(C=C5)O. Cell line: UO-31. Synergy scores: CSS=32.0, Synergy_ZIP=-12.6, Synergy_Bliss=-8.03, Synergy_Loewe=-3.85, Synergy_HSA=-2.00. (5) Drug 1: CC12CCC3C(C1CCC2=O)CC(=C)C4=CC(=O)C=CC34C. Drug 2: C1C(C(OC1N2C=NC3=C(N=C(N=C32)Cl)N)CO)O. Cell line: SK-OV-3. Synergy scores: CSS=42.3, Synergy_ZIP=2.77, Synergy_Bliss=0.714, Synergy_Loewe=0.840, Synergy_HSA=0.297.